This data is from NCI-60 drug combinations with 297,098 pairs across 59 cell lines. The task is: Regression. Given two drug SMILES strings and cell line genomic features, predict the synergy score measuring deviation from expected non-interaction effect. (1) Drug 1: CC1OCC2C(O1)C(C(C(O2)OC3C4COC(=O)C4C(C5=CC6=C(C=C35)OCO6)C7=CC(=C(C(=C7)OC)O)OC)O)O. Drug 2: C1C(C(OC1N2C=NC3=C(N=C(N=C32)Cl)N)CO)O. Cell line: HCT116. Synergy scores: CSS=56.4, Synergy_ZIP=-3.28, Synergy_Bliss=-1.90, Synergy_Loewe=-1.26, Synergy_HSA=-0.715. (2) Drug 1: CC12CCC3C(C1CCC2=O)CC(=C)C4=CC(=O)C=CC34C. Drug 2: COC1=C2C(=CC3=C1OC=C3)C=CC(=O)O2. Cell line: SK-MEL-2. Synergy scores: CSS=32.9, Synergy_ZIP=0.0646, Synergy_Bliss=0.417, Synergy_Loewe=0.392, Synergy_HSA=-0.177. (3) Synergy scores: CSS=9.74, Synergy_ZIP=-5.00, Synergy_Bliss=-0.128, Synergy_Loewe=-16.1, Synergy_HSA=-1.38. Drug 2: C1CN(P(=O)(OC1)NCCCl)CCCl. Cell line: OVCAR-5. Drug 1: C1=CC(=CC=C1CCC2=CNC3=C2C(=O)NC(=N3)N)C(=O)NC(CCC(=O)O)C(=O)O. (4) Cell line: NCI-H460. Drug 2: CC1CCC2CC(C(=CC=CC=CC(CC(C(=O)C(C(C(=CC(C(=O)CC(OC(=O)C3CCCCN3C(=O)C(=O)C1(O2)O)C(C)CC4CCC(C(C4)OC)OCCO)C)C)O)OC)C)C)C)OC. Synergy scores: CSS=15.3, Synergy_ZIP=-2.09, Synergy_Bliss=-0.755, Synergy_Loewe=9.80, Synergy_HSA=-0.737. Drug 1: CC1=CC2C(CCC3(C2CCC3(C(=O)C)OC(=O)C)C)C4(C1=CC(=O)CC4)C.